This data is from Peptide-MHC class II binding affinity with 134,281 pairs from IEDB. The task is: Regression. Given a peptide amino acid sequence and an MHC pseudo amino acid sequence, predict their binding affinity value. This is MHC class II binding data. (1) The peptide sequence is RSIQDNQVAYLIIGIK. The MHC is DRB1_1101 with pseudo-sequence DRB1_1101. The binding affinity (normalized) is 0.502. (2) The peptide sequence is PETEKAEEVEKIEKT. The MHC is HLA-DPA10103-DPB10401 with pseudo-sequence HLA-DPA10103-DPB10401. The binding affinity (normalized) is 0.142. (3) The peptide sequence is QENWNTSIKTLKFDA. The MHC is DRB1_1101 with pseudo-sequence DRB1_1101. The binding affinity (normalized) is 0.377. (4) The peptide sequence is LKGTSYKICTDKMFF. The MHC is HLA-DQA10201-DQB10402 with pseudo-sequence HLA-DQA10201-DQB10402. The binding affinity (normalized) is 0.467. (5) The MHC is DRB1_0802 with pseudo-sequence DRB1_0802. The binding affinity (normalized) is 0. The peptide sequence is NGSAEVHRGAVPRRG. (6) The peptide sequence is AFKVAATAANEAPAN. The MHC is DRB1_0901 with pseudo-sequence DRB1_0901. The binding affinity (normalized) is 0.573. (7) The peptide sequence is DYHWLRTVRTTKESL. The MHC is HLA-DQA10101-DQB10501 with pseudo-sequence HLA-DQA10101-DQB10501. The binding affinity (normalized) is 0.0389. (8) The peptide sequence is SMGDDHFWAVRGGGGESFGI. The MHC is DRB3_0101 with pseudo-sequence DRB3_0101. The binding affinity (normalized) is 0.0594.